Predict the reaction yield, written as a fraction of the theoretical maximum amount of product (1.0 means a 100% yield; for example, 0.34 means a 34% yield). From a dataset of Reaction yield outcomes from USPTO patents with 853,638 reactions. (1) The reactants are [C:1]1(=[C:7]([C:23]2[CH:28]=[CH:27][C:26]([OH:29])=[CH:25][CH:24]=2)[C:8]2[CH:13]=[CH:12][C:11](/[CH:14]=[CH:15]/[C:16]([O:18]C(C)(C)C)=[O:17])=[CH:10][CH:9]=2)[CH2:6][CH2:5][CH2:4][CH2:3][CH2:2]1.FC(F)(F)C(O)=O.O. The catalyst is C(Cl)Cl. The product is [C:1]1(=[C:7]([C:23]2[CH:28]=[CH:27][C:26]([OH:29])=[CH:25][CH:24]=2)[C:8]2[CH:13]=[CH:12][C:11](/[CH:14]=[CH:15]/[C:16]([OH:18])=[O:17])=[CH:10][CH:9]=2)[CH2:6][CH2:5][CH2:4][CH2:3][CH2:2]1. The yield is 0.670. (2) The reactants are [CH3:1][C:2]1[C:6]2[N:7]=[CH:8][NH:9][C:10](=O)[C:5]=2[S:4][CH:3]=1.C(=O)([O-])[O-].[Na+].[Na+].P(Cl)(Cl)([Cl:20])=O. No catalyst specified. The product is [Cl:20][C:10]1[C:5]2[S:4][CH:3]=[C:2]([CH3:1])[C:6]=2[N:7]=[CH:8][N:9]=1. The yield is 0.950. (3) The reactants are [Cl:1][C:2]1[CH:3]=[C:4]([CH:9]2[C:14]3[CH:15]=[CH:16][S:17][C:13]=3[C:12](=[N:18]O)[CH2:11][CH2:10]2)[CH:5]=[CH:6][C:7]=1[Cl:8].[OH2:20]. The catalyst is C(OCC)(=O)C. The product is [Cl:1][C:2]1[CH:3]=[C:4]([CH:9]2[CH2:10][CH2:11][NH:18][C:12](=[O:20])[C:13]3[S:17][CH:16]=[CH:15][C:14]2=3)[CH:5]=[CH:6][C:7]=1[Cl:8]. The yield is 0.860. (4) The reactants are [F:1][C:2]1[C:3]([NH2:9])=[N:4][C:5](=[O:8])[NH:6][CH:7]=1.C(Cl)Cl.C(O[C@@H:17]1[O:29][C@H:28]([CH3:30])[C@@H:23]([O:24][C:25](=[O:27])[CH3:26])[C@H:18]1[O:19][C:20](=[O:22])[CH3:21])(=O)C.C(=O)(O)[O-].[Na+]. The catalyst is C1(C)C=CC=CC=1.O. The product is [C:20]([O:19][C@@H:18]1[C@H:23]([O:24][C:25](=[O:27])[CH3:26])[C@@H:28]([CH3:30])[O:29][C@H:17]1[N:6]1[CH:7]=[C:2]([F:1])[C:3]([NH2:9])=[N:4][C:5]1=[O:8])(=[O:22])[CH3:21]. The yield is 0.720. (5) The reactants are FC(F)(F)S(O[C:7]1[CH:8]=[C:9]2[C:13](=[C:14]([F:16])[CH:15]=1)[C:12]([CH3:18])([CH3:17])[CH2:11][CH2:10]2)(=O)=O.C1(C(C2C=CC=CC=2)=[NH:28])C=CC=CC=1.C1C=CC(P(C2C(C3C(P(C4C=CC=CC=4)C4C=CC=CC=4)=CC=C4C=3C=CC=C4)=C3C(C=CC=C3)=CC=2)C2C=CC=CC=2)=CC=1.CC(C)([O-])C.[Na+].Cl.[OH-].[Na+]. The catalyst is C1C=CC(/C=C/C(/C=C/C2C=CC=CC=2)=O)=CC=1.C1C=CC(/C=C/C(/C=C/C2C=CC=CC=2)=O)=CC=1.C1C=CC(/C=C/C(/C=C/C2C=CC=CC=2)=O)=CC=1.[Pd].[Pd].O.C1(C)C=CC=CC=1. The product is [F:16][C:14]1[CH:15]=[C:7]([NH2:28])[CH:8]=[C:9]2[C:13]=1[C:12]([CH3:18])([CH3:17])[CH2:11][CH2:10]2. The yield is 0.650.